Dataset: TCR-epitope binding with 47,182 pairs between 192 epitopes and 23,139 TCRs. Task: Binary Classification. Given a T-cell receptor sequence (or CDR3 region) and an epitope sequence, predict whether binding occurs between them. (1) The epitope is YFPLQSYGF. The TCR CDR3 sequence is CAWTTSPRGSDTQYF. Result: 0 (the TCR does not bind to the epitope). (2) The TCR CDR3 sequence is CASRMTYGYTF. The epitope is LLDFVRFMGV. Result: 0 (the TCR does not bind to the epitope). (3) The epitope is KAFSPEVIPMF. The TCR CDR3 sequence is CASTGTAYGYTF. Result: 1 (the TCR binds to the epitope). (4) The epitope is ILKEPVHGV. The TCR CDR3 sequence is CASSPTTYGYTF. Result: 0 (the TCR does not bind to the epitope). (5) The epitope is LEPLVDLPI. The TCR CDR3 sequence is CASSLGYFADSAQETQYF. Result: 1 (the TCR binds to the epitope). (6) Result: 1 (the TCR binds to the epitope). The epitope is IVTDFSVIK. The TCR CDR3 sequence is CATSPNRAYEQYF. (7) The epitope is GVAMPNLYK. The TCR CDR3 sequence is CASSSRLAGNSYNEQFF. Result: 0 (the TCR does not bind to the epitope).